This data is from Full USPTO retrosynthesis dataset with 1.9M reactions from patents (1976-2016). The task is: Predict the reactants needed to synthesize the given product. (1) Given the product [F:1][C:2]1[CH:7]=[C:6]([NH:8][CH2:9][C:10]2[O:11][C:12]([N+:15]([O-:17])=[O:16])=[CH:13][CH:14]=2)[CH:5]=[CH:4][C:3]=1[N:18]1[CH2:19][CH2:20][CH:21]([C:24]2[O:28][C:27](=[O:29])[NH:26][N:25]=2)[CH2:22][CH2:23]1, predict the reactants needed to synthesize it. The reactants are: [F:1][C:2]1[CH:7]=[C:6](/[N:8]=[CH:9]/[C:10]2[O:11][C:12]([N+:15]([O-:17])=[O:16])=[CH:13][CH:14]=2)[CH:5]=[CH:4][C:3]=1[N:18]1[CH2:23][CH2:22][CH:21]([C:24]2[O:28][C:27](=[O:29])[NH:26][N:25]=2)[CH2:20][CH2:19]1.C([BH3-])#N.[Na+].C(=O)(O)[O-].[Na+]. (2) The reactants are: C[N:2]1CCN([C:8]2[CH:13]=[CH:12][C:11]([NH:14][C:15]3[C:16]4[N:17]([N:29]=[CH:30][N:31]=4)[C:18]([C:21]4[CH:22]=[C:23]([C:26]([NH2:28])=[O:27])[S:24][CH:25]=4)=[CH:19][N:20]=3)=[CH:10][CH:9]=2)CC1.BrC1N2N=CN=C2C(NC2C=CC([O:49][CH2:50][CH2:51][N:52]3[CH2:57][CH2:56][O:55][CH2:54][CH2:53]3)=CC=2)=NC=1.CC1(C)C(C)(C)OB(C2C=C(C(N)=O)SC=2)O1.C([O-])([O-])=O.[Na+].[Na+]. Given the product [NH3:2].[O:55]1[CH2:56][CH2:57][N:52]([CH2:51][CH2:50][O:49][C:8]2[CH:13]=[CH:12][C:11]([NH:14][C:15]3[C:16]4[N:17]([N:29]=[CH:30][N:31]=4)[C:18]([C:21]4[CH:22]=[C:23]([C:26]([NH2:28])=[O:27])[S:24][CH:25]=4)=[CH:19][N:20]=3)=[CH:10][CH:9]=2)[CH2:53][CH2:54]1, predict the reactants needed to synthesize it. (3) Given the product [CH3:1][C:2]([CH3:36])([CH3:35])[CH2:3][CH2:4][C@:5]1([CH3:34])[C:14]2[C:9](=[CH:10][CH:11]=[CH:12][CH:13]=2)[C:8]([O-:15])=[C:7]([C:16]2[NH:21][C:20]3[CH:22]=[CH:23][C:24]([NH:26][S:27]([CH3:30])(=[O:29])=[O:28])=[CH:25][C:19]=3[S:18](=[O:32])(=[O:31])[N:17]=2)[C:6]1=[O:33].[Na+:38], predict the reactants needed to synthesize it. The reactants are: [CH3:1][C:2]([CH3:36])([CH3:35])[CH2:3][CH2:4][C@:5]1([CH3:34])[C:14]2[C:9](=[CH:10][CH:11]=[CH:12][CH:13]=2)[C:8]([OH:15])=[C:7]([C:16]2[NH:21][C:20]3[CH:22]=[CH:23][C:24]([NH:26][S:27]([CH3:30])(=[O:29])=[O:28])=[CH:25][C:19]=3[S:18](=[O:32])(=[O:31])[N:17]=2)[C:6]1=[O:33].[OH-].[Na+:38]. (4) Given the product [CH3:18][C@H:16]1[CH2:17][N:12]2[N:11]=[CH:10][C:9]([CH:4]3[CH2:3][CH2:2][NH:1][C:5]3=[O:7])=[C:13]2[CH2:14][N:15]1[C:19]([O:21][C:22]([CH3:23])([CH3:25])[CH3:24])=[O:20], predict the reactants needed to synthesize it. The reactants are: [NH2:1][CH2:2][CH2:3][CH:4]([C:9]1[CH:10]=[N:11][N:12]2[CH2:17][C@H:16]([CH3:18])[N:15]([C:19]([O:21][C:22]([CH3:25])([CH3:24])[CH3:23])=[O:20])[CH2:14][C:13]=12)[C:5]([O:7]C)=O. (5) The reactants are: CCN=C=NCCCN(C)C.[NH2:12][C:13]1[N:18]=[C:17]([C:19]([OH:21])=O)[CH:16]=[CH:15][CH:14]=1.[NH:22]1[CH2:27][CH2:26][O:25][CH2:24][CH2:23]1. Given the product [NH2:12][C:13]1[N:18]=[C:17]([C:19]([N:22]2[CH2:27][CH2:26][O:25][CH2:24][CH2:23]2)=[O:21])[CH:16]=[CH:15][CH:14]=1, predict the reactants needed to synthesize it. (6) Given the product [CH:16]1([N:19]([C:20]2[N:25]3[N:26]=[CH:27][CH:28]=[C:24]3[N:23]=[C:22]([S:29][CH3:30])[N:21]=2)[C:9](=[O:10])[O:11][C:12]([CH3:13])([CH3:14])[CH3:15])[CH2:18][CH2:17]1, predict the reactants needed to synthesize it. The reactants are: [C:9](O[C:9]([O:11][C:12]([CH3:15])([CH3:14])[CH3:13])=[O:10])([O:11][C:12]([CH3:15])([CH3:14])[CH3:13])=[O:10].[CH:16]1([NH:19][C:20]2[N:25]3[N:26]=[CH:27][CH:28]=[C:24]3[N:23]=[C:22]([S:29][CH3:30])[N:21]=2)[CH2:18][CH2:17]1.